From a dataset of CYP3A4 inhibition data for predicting drug metabolism from PubChem BioAssay. Regression/Classification. Given a drug SMILES string, predict its absorption, distribution, metabolism, or excretion properties. Task type varies by dataset: regression for continuous measurements (e.g., permeability, clearance, half-life) or binary classification for categorical outcomes (e.g., BBB penetration, CYP inhibition). Dataset: cyp3a4_veith. (1) The drug is CC(C)NC[C@H](O)COc1cccc2ccccc12. The result is 0 (non-inhibitor). (2) The molecule is NNc1nncn1N. The result is 0 (non-inhibitor). (3) The compound is O=C(O)c1c(-c2nccc3ccccc23)[nH]c(-c2ccccc2)c1S(=O)(=O)O. The result is 0 (non-inhibitor). (4) The molecule is CC(C)CN1CCC2(CC1)CCN(S(C)(=O)=O)CC2. The result is 0 (non-inhibitor). (5) The drug is CSc1cccc(NC(=O)CN(c2ccccc2)S(=O)(=O)N(C)C)c1. The result is 0 (non-inhibitor). (6) The compound is COc1ccc(C)cc1NC1=C(Cl)C(=O)N(C2CCCCC2)C1=O. The result is 1 (inhibitor). (7) The result is 0 (non-inhibitor). The drug is COc1c(O[C@H]2O[C@@H](CO)[C@@H](O)[C@@H](O)[C@@H]2O)cc2c(c1OC)-c1ccc(SC)c(=O)cc1[C@H](NC(C)=O)CC2. (8) The compound is O=C1[C@H]2[C@H]3C=C[C@@H]([C@H]2C(=O)N1CN1CCSCC1)[C@@H]1[C@H]3[C@@H]2C(=O)N(CN3CCSCC3)C(=O)[C@@H]21. The result is 0 (non-inhibitor). (9) The compound is CNCCc1ccc(O)c(O)c1. The result is 0 (non-inhibitor). (10) The compound is O=C(O)/C=C\C(=O)NCc1ccccc1. The result is 0 (non-inhibitor).